From a dataset of Catalyst prediction with 721,799 reactions and 888 catalyst types from USPTO. Predict which catalyst facilitates the given reaction. Reactant: [CH3:1][O:2][C:3]1[C:11]([O:12][CH3:13])=[CH:10][C:6]2[NH:7][CH:8]=[N:9][C:5]=2[CH:4]=1.[H-].[Na+].[CH3:16][O:17][C:18]([C:20]1[S:24][C:23](Br)=[N:22][C:21]=1[Br:26])=[O:19].O. Product: [CH3:16][O:17][C:18]([C:20]1[S:24][C:23]([N:9]2[C:5]3[CH:4]=[C:3]([O:2][CH3:1])[C:11]([O:12][CH3:13])=[CH:10][C:6]=3[N:7]=[CH:8]2)=[N:22][C:21]=1[Br:26])=[O:19]. The catalyst class is: 60.